Dataset: Forward reaction prediction with 1.9M reactions from USPTO patents (1976-2016). Task: Predict the product of the given reaction. Given the reactants [I-].[CH3:2][P+](C1C=CC=CC=1)(C1C=CC=CC=1)C1C=CC=CC=1.C[Si](C)(C)[N-][Si](C)(C)C.[K+].[O:32]=[C:33]1[N:37]([C:38]2[CH:39]=[CH:40][C:41]3[CH2:47][CH2:46][CH2:45][CH2:44][C:43](=O)[C:42]=3[CH:49]=2)[CH2:36][C@H:35]([CH2:50][NH:51][C:52](=[O:54])[CH3:53])[O:34]1.O, predict the reaction product. The product is: [CH2:2]=[C:43]1[C:42]2[CH:49]=[C:38]([N:37]3[CH2:36][C@H:35]([CH2:50][NH:51][C:52](=[O:54])[CH3:53])[O:34][C:33]3=[O:32])[CH:39]=[CH:40][C:41]=2[CH2:47][CH2:46][CH2:45][CH2:44]1.